This data is from Full USPTO retrosynthesis dataset with 1.9M reactions from patents (1976-2016). The task is: Predict the reactants needed to synthesize the given product. (1) Given the product [Cl:1][C:2]1[CH:3]=[CH:4][C:5]2[N:11]3[C:12]([C:15]([F:17])([F:16])[F:18])=[N:13][N:14]=[C:10]3[C@@H:9]([CH2:19][C:20]([N:34]3[CH2:39][CH2:38][CH:37]([CH2:40][C:41]([O:43][CH2:44][CH3:45])=[O:42])[CH2:36][CH2:35]3)=[O:21])[O:8][C@H:7]([C:23]3[CH:28]=[CH:27][CH:26]=[C:25]([O:29][CH3:30])[C:24]=3[O:31][CH3:32])[C:6]=2[CH:33]=1, predict the reactants needed to synthesize it. The reactants are: [Cl:1][C:2]1[CH:3]=[CH:4][C:5]2[N:11]3[C:12]([C:15]([F:18])([F:17])[F:16])=[N:13][N:14]=[C:10]3[C@@H:9]([CH2:19][C:20](O)=[O:21])[O:8][C@H:7]([C:23]3[CH:28]=[CH:27][CH:26]=[C:25]([O:29][CH3:30])[C:24]=3[O:31][CH3:32])[C:6]=2[CH:33]=1.[NH:34]1[CH2:39][CH2:38][CH:37]([CH2:40][C:41]([O:43][CH2:44][CH3:45])=[O:42])[CH2:36][CH2:35]1.Cl.C(N=C=NCCCN(C)C)C.ON1C2C=CC=CC=2N=N1. (2) Given the product [Cl:1][C:2]1[C:3]([C:16]2[C:17](=[O:18])[NH:19][C:22](=[O:21])[C:23]=2[C:25]2[C:33]3[C:28](=[CH:29][CH:30]=[CH:31][CH:32]=3)[N:27]([CH3:34])[CH:26]=2)=[C:4]2[C:9](=[CH:10][CH:11]=1)[CH:8]=[N:7][C:6]([CH2:12][N:13]([CH3:14])[CH3:15])=[CH:5]2, predict the reactants needed to synthesize it. The reactants are: [Cl:1][C:2]1[C:3]([CH2:16][C:17]([NH2:19])=[O:18])=[C:4]2[C:9](=[CH:10][CH:11]=1)[CH:8]=[N:7][C:6]([CH2:12][N:13]([CH3:15])[CH3:14])=[CH:5]2.C[O:21][C:22](=O)[C:23]([C:25]1[C:33]2[C:28](=[CH:29][CH:30]=[CH:31][CH:32]=2)[N:27]([CH3:34])[CH:26]=1)=O.[K].CC([O-])(C)C.[K+]. (3) Given the product [Br:3][C:4]1[CH:9]=[CH:8][CH:7]=[CH:6][C:5]=1[O:10][C:12]1[C:13]2[C:18]([N:19]=[C:20]3[C:25]=1[CH:24]=[CH:23][CH:22]=[CH:21]3)=[CH:17][CH:16]=[CH:15][CH:14]=2, predict the reactants needed to synthesize it. The reactants are: [H-].[Na+].[Br:3][C:4]1[CH:9]=[CH:8][CH:7]=[CH:6][C:5]=1[OH:10].Cl[C:12]1[C:13]2[C:18]([N:19]=[C:20]3[C:25]=1[CH:24]=[CH:23][CH:22]=[CH:21]3)=[CH:17][CH:16]=[CH:15][CH:14]=2. (4) Given the product [Cl:1][C:2]1[CH:3]=[C:4]([N:8]2[C:12]([C:13]3[CH:18]=[CH:17][CH:16]=[C:15]([O:19][CH2:32][CH2:33][CH2:34][Cl:35])[CH:14]=3)=[CH:11][C:10]([C:20]([O:22][CH2:23][CH3:24])=[O:21])=[N:9]2)[CH:5]=[CH:6][CH:7]=1, predict the reactants needed to synthesize it. The reactants are: [Cl:1][C:2]1[CH:3]=[C:4]([N:8]2[C:12]([C:13]3[CH:18]=[CH:17][CH:16]=[C:15]([OH:19])[CH:14]=3)=[CH:11][C:10]([C:20]([O:22][CH2:23][CH3:24])=[O:21])=[N:9]2)[CH:5]=[CH:6][CH:7]=1.C(=O)([O-])[O-].[K+].[K+].Br[CH2:32][CH2:33][CH2:34][Cl:35].